From a dataset of Full USPTO retrosynthesis dataset with 1.9M reactions from patents (1976-2016). Predict the reactants needed to synthesize the given product. (1) Given the product [CH3:20][C:2]1([CH3:1])[C:10]2[C:5](=[CH:6][CH:7]=[C:8]([C:26]3[CH:27]=[CH:28][C:23]([C:22]([F:33])([F:32])[F:21])=[CH:24][CH:25]=3)[CH:9]=2)[C:4](=[O:19])[CH2:3]1, predict the reactants needed to synthesize it. The reactants are: [CH3:1][C:2]1([CH3:20])[C:10]2[C:5](=[CH:6][CH:7]=[C:8](OS(C(F)(F)F)(=O)=O)[CH:9]=2)[C:4](=[O:19])[CH2:3]1.[F:21][C:22]([F:33])([F:32])[C:23]1[CH:28]=[CH:27][C:26](B(O)O)=[CH:25][CH:24]=1. (2) Given the product [CH2:1]([O:16][C:13]1[CH:12]=[CH:11][C:10]([Br:9])=[N:15][CH:14]=1)[C:2]1[CH:7]=[CH:6][CH:5]=[CH:4][CH:3]=1, predict the reactants needed to synthesize it. The reactants are: [CH2:1](Br)[C:2]1[CH:7]=[CH:6][CH:5]=[CH:4][CH:3]=1.[Br:9][C:10]1[N:15]=[CH:14][C:13]([OH:16])=[CH:12][CH:11]=1.C(=O)([O-])[O-].[K+].[K+]. (3) Given the product [F:1][C:2]1[CH:7]=[CH:6][C:5](/[CH:8]=[C:9](\[C:13]2[CH:18]=[CH:17][C:16]([O:19][CH:20]([CH3:22])[CH3:21])=[CH:15][CH:14]=2)/[C:10]([N:41]=[N+:42]=[N-:43])=[O:11])=[CH:4][C:3]=1[O:23][CH3:24], predict the reactants needed to synthesize it. The reactants are: [F:1][C:2]1[CH:7]=[CH:6][C:5](/[CH:8]=[C:9](\[C:13]2[CH:18]=[CH:17][C:16]([O:19][CH:20]([CH3:22])[CH3:21])=[CH:15][CH:14]=2)/[C:10](O)=[O:11])=[CH:4][C:3]=1[O:23][CH3:24].P([N:41]=[N+:42]=[N-:43])(OC1C=CC=CC=1)(OC1C=CC=CC=1)=O.CCN(CC)CC. (4) Given the product [Cl:35][C:30]1[CH:29]=[C:28]([CH:33]=[CH:32][C:31]=1[Cl:34])[O:27][C:11]1[CH:12]=[CH:13][C:14]([C:16]([N:18]2[CH2:19][CH2:20][N:21]([CH:24]([CH3:25])[CH3:26])[CH2:22][CH2:23]2)=[O:17])=[CH:15][C:10]=1[CH2:9][NH:7][CH3:6], predict the reactants needed to synthesize it. The reactants are: C(O[C:6](=O)[N:7]([CH2:9][C:10]1[CH:15]=[C:14]([C:16]([N:18]2[CH2:23][CH2:22][N:21]([CH:24]([CH3:26])[CH3:25])[CH2:20][CH2:19]2)=[O:17])[CH:13]=[CH:12][C:11]=1[O:27][C:28]1[CH:33]=[CH:32][C:31]([Cl:34])=[C:30]([Cl:35])[CH:29]=1)C)(C)(C)C.C(O)(C(F)(F)F)=O. (5) Given the product [O:41]([C:48]1[CH:49]=[CH:50][C:51]([NH:52][C:2]2[N:23]=[CH:22][CH:21]=[CH:20][C:3]=2[C:4]([NH:6][C:7]2[CH:12]=[CH:11][C:10]([O:13][C:14]3[CH:19]=[CH:18][CH:17]=[CH:16][CH:15]=3)=[CH:9][CH:8]=2)=[O:5])=[CH:53][CH:54]=1)[C:42]1[CH:43]=[CH:44][CH:45]=[CH:46][CH:47]=1, predict the reactants needed to synthesize it. The reactants are: Cl[C:2]1[N:23]=[CH:22][CH:21]=[CH:20][C:3]=1[C:4]([NH:6][C:7]1[CH:12]=[CH:11][C:10]([O:13][C:14]2[CH:19]=[CH:18][CH:17]=[CH:16][CH:15]=2)=[CH:9][CH:8]=1)=[O:5].ClC1N=CC=CC=1C(NC1C=CC=C(Cl)C=1)=O.[O:41]([C:48]1[CH:54]=[CH:53][C:51]([NH2:52])=[CH:50][CH:49]=1)[C:42]1[CH:47]=[CH:46][CH:45]=[CH:44][CH:43]=1.NC1CCN(CC2C=CC=CC=2)CC1. (6) Given the product [CH2:1]([OH:10])[CH2:2]/[CH:3]=[CH:4]\[CH2:5]/[CH:6]=[CH:7]\[CH2:8][CH3:9], predict the reactants needed to synthesize it. The reactants are: [CH2:1]([OH:10])[CH2:2][C:3]#[C:4][CH2:5][C:6]#[C:7][CH2:8][CH3:9].N1C2C(=CC=CC=2)C=CC=1. (7) The reactants are: [CH3:1][C:2]1[CH:9]=[C:8]([C:10]2[N:14]=[C:13]([C:15]3[O:19][N:18]=[C:17]([C:20]4[CH:25]=[CH:24][CH:23]=[CH:22][CH:21]=4)[C:16]=3[C:26]([F:29])([F:28])[F:27])[O:12][N:11]=2)[CH:7]=[CH:6][C:3]=1[CH:4]=O.[NH:30]1[CH2:33][CH:32]([C:34]([OH:36])=[O:35])[CH2:31]1.C([BH3-])#N.[Na+]. Given the product [CH3:1][C:2]1[CH:9]=[C:8]([C:10]2[N:14]=[C:13]([C:15]3[O:19][N:18]=[C:17]([C:20]4[CH:21]=[CH:22][CH:23]=[CH:24][CH:25]=4)[C:16]=3[C:26]([F:28])([F:27])[F:29])[O:12][N:11]=2)[CH:7]=[CH:6][C:3]=1[CH2:4][N:30]1[CH2:33][CH:32]([C:34]([OH:36])=[O:35])[CH2:31]1, predict the reactants needed to synthesize it. (8) Given the product [CH3:1][O:2][C:3]1[CH:4]=[CH:5][C:6]([N:9]2[CH2:10][CH2:11][N:12]([C:15]3[C:16]([CH3:29])=[C:17]([CH3:28])[C:18]4[O:22][C:21]([CH2:24][NH:25][C:30](=[O:34])[CH2:31][CH2:32][CH3:33])([CH3:23])[CH2:20][C:19]=4[C:26]=3[CH3:27])[CH2:13][CH2:14]2)=[CH:7][CH:8]=1, predict the reactants needed to synthesize it. The reactants are: [CH3:1][O:2][C:3]1[CH:8]=[CH:7][C:6]([N:9]2[CH2:14][CH2:13][N:12]([C:15]3[C:16]([CH3:29])=[C:17]([CH3:28])[C:18]4[O:22][C:21]([CH2:24][NH2:25])([CH3:23])[CH2:20][C:19]=4[C:26]=3[CH3:27])[CH2:11][CH2:10]2)=[CH:5][CH:4]=1.[C:30](Cl)(=[O:34])[CH2:31][CH2:32][CH3:33]. (9) Given the product [CH2:26]([O:25][C:19]([C:15]1[C:16](=[O:17])[NH:1][C:2]2[C:3]([C:8]=1[OH:10])=[C:4]([CH3:7])[S:5][CH:6]=2)=[O:20])[CH3:27], predict the reactants needed to synthesize it. The reactants are: [NH2:1][C:2]1[C:3]([C:8]([O:10]CC)=O)=[C:4]([CH3:7])[S:5][CH:6]=1.C([CH:15]([C:19](Cl)=[O:20])[C:16](Cl)=[O:17])C.[H-].[Na+].O.[O:25]1CCO[CH2:27][CH2:26]1. (10) Given the product [CH3:1][O:2][C:3]1[CH:4]=[CH:5][C:6]([CH2:7][O:8][C:9]2[CH:14]=[CH:13][CH:12]=[C:11]([N+:15]([O-:17])=[O:16])[C:10]=2[C:18](=[O:20])[CH3:19])=[CH:21][CH:22]=1, predict the reactants needed to synthesize it. The reactants are: [CH3:1][O:2][C:3]1[CH:22]=[CH:21][C:6]([CH2:7][O:8][C:9]2[CH:14]=[CH:13][CH:12]=[C:11]([N+:15]([O-:17])=[O:16])[C:10]=2[CH:18]([OH:20])[CH3:19])=[CH:5][CH:4]=1.C[N+]1([O-])CCOCC1.